Task: Predict the reaction yield, written as a fraction of the theoretical maximum amount of product (1.0 means a 100% yield; for example, 0.34 means a 34% yield).. Dataset: Reaction yield outcomes from USPTO patents with 853,638 reactions (1) The reactants are [Na].[CH2:2]([O:4][C:5](=[O:25])[CH2:6][NH:7][C:8]([C:10]1[C:15]([OH:16])=[CH:14][C:13](OS(C(F)(F)F)(=O)=O)=[CH:12][N:11]=1)=[O:9])[CH3:3].O1CCOCC1.P([O-])([O-])([O-])=O.[K+].[K+].[K+].[F:40][C:41]1[CH:42]=[C:43](B(O)O)[CH:44]=[CH:45][CH:46]=1. The catalyst is O. The product is [CH2:2]([O:4][C:5](=[O:25])[CH2:6][NH:7][C:8]([C:10]1[C:15]([OH:16])=[CH:14][C:13]([C:45]2[CH:44]=[CH:43][CH:42]=[C:41]([F:40])[CH:46]=2)=[CH:12][N:11]=1)=[O:9])[CH3:3]. The yield is 0.900. (2) The reactants are C[O:2][C:3]1[CH:4]=[C:5]([C:9]2[C:10]3[S:17][CH:16]=[CH:15][C:11]=3[N:12]([CH3:14])[N:13]=2)[CH:6]=[CH:7][CH:8]=1.B(Br)(Br)Br. The catalyst is ClCCl. The product is [CH3:14][N:12]1[C:11]2[CH:15]=[CH:16][S:17][C:10]=2[C:9]([C:5]2[CH:4]=[C:3]([OH:2])[CH:8]=[CH:7][CH:6]=2)=[N:13]1. The yield is 0.490.